From a dataset of Peptide-MHC class I binding affinity with 185,985 pairs from IEDB/IMGT. Regression. Given a peptide amino acid sequence and an MHC pseudo amino acid sequence, predict their binding affinity value. This is MHC class I binding data. (1) The peptide sequence is SQGRGWFLL. The MHC is HLA-A02:11 with pseudo-sequence HLA-A02:11. The binding affinity (normalized) is 0.518. (2) The peptide sequence is YTDSIQDLL. The MHC is HLA-A02:01 with pseudo-sequence HLA-A02:01. The binding affinity (normalized) is 0.368. (3) The peptide sequence is AMLGHAGDM. The MHC is HLA-A30:02 with pseudo-sequence HLA-A30:02. The binding affinity (normalized) is 0.638. (4) The peptide sequence is TQLVDMSMTY. The MHC is HLA-A11:01 with pseudo-sequence HLA-A11:01. The binding affinity (normalized) is 0.301.